This data is from Tyrosyl-DNA phosphodiesterase HTS with 341,365 compounds. The task is: Binary Classification. Given a drug SMILES string, predict its activity (active/inactive) in a high-throughput screening assay against a specified biological target. (1) The molecule is S(=O)(=O)(c1cc(N)c(N)cc1)c1cc(N)ccc1. The result is 0 (inactive). (2) The drug is S=C(NC(=O)C(C)(C)C)Nc1ccc(cc1)C(F)(F)F. The result is 0 (inactive). (3) The drug is O=C(NC1CCCC1)C(N(CCOC)C(=O)CNC(=O)c1occc1)c1cc(OC)c(OC)cc1. The result is 0 (inactive). (4) The drug is S(=O)(=O)(N1CCCCC1)c1cc(NC(=O)CN2C(=O)C(NC2=O)(C2CC2)C)ccc1C. The result is 0 (inactive). (5) The drug is O(c1c(OC)cc(cc1OC)/C=N\n1c(nnc1C)C)C. The result is 0 (inactive). (6) The molecule is Clc1cc(N2CCN(CC2)Cc2n(c3c(n2)n(c(=O)n(c3=O)C)C)Cc2ccc(cc2)C)ccc1. The result is 0 (inactive). (7) The compound is S=C(N1CCC(CC1)c1[nH]c2c(n1)cc(c(c2)C)C)Nc1c(OC)cccc1. The result is 0 (inactive). (8) The result is 0 (inactive). The compound is O(CC(=O)c1c(OC)cccc1)C(=O)c1ccc(n2nnnc2)cc1.